This data is from Reaction yield outcomes from USPTO patents with 853,638 reactions. The task is: Predict the reaction yield, written as a fraction of the theoretical maximum amount of product (1.0 means a 100% yield; for example, 0.34 means a 34% yield). (1) The reactants are [CH3:1][O-].[Na+].[N:4]#[C:5][NH2:6].[C:7]([C:11]1[CH:16]=[C:15]([N:17]=[C:18]=[S:19])[CH:14]=[C:13]([C:20]([CH3:23])([CH3:22])[CH3:21])[CH:12]=1)([CH3:10])([CH3:9])[CH3:8].IC. No catalyst specified. The product is [C:5](/[N:6]=[C:18](\[S:19][CH3:1])/[NH:17][C:15]1[CH:14]=[C:13]([C:20]([CH3:23])([CH3:22])[CH3:21])[CH:12]=[C:11]([C:7]([CH3:10])([CH3:9])[CH3:8])[CH:16]=1)#[N:4]. The yield is 0.460. (2) The reactants are [OH:1][C:2]1[CH:10]=[CH:9][CH:8]=[C:7]2[C:3]=1[CH:4]=[C:5]([CH3:11])[NH:6]2.[H-].[Na+].[CH2:14](Br)[C:15]1[CH:20]=[CH:19][CH:18]=[CH:17][CH:16]=1. The catalyst is CN(C=O)C.C(OCC)(=O)C. The product is [CH2:14]([N:6]1[C:7]2[C:3](=[C:2]([O:1][CH2:4][C:3]3[CH:7]=[CH:8][CH:9]=[CH:10][CH:2]=3)[CH:10]=[CH:9][CH:8]=2)[CH:4]=[C:5]1[CH3:11])[C:15]1[CH:20]=[CH:19][CH:18]=[CH:17][CH:16]=1. The yield is 0.720.